From a dataset of PAMPA (Parallel Artificial Membrane Permeability Assay) permeability data from NCATS. Regression/Classification. Given a drug SMILES string, predict its absorption, distribution, metabolism, or excretion properties. Task type varies by dataset: regression for continuous measurements (e.g., permeability, clearance, half-life) or binary classification for categorical outcomes (e.g., BBB penetration, CYP inhibition). Dataset: pampa_ncats. (1) The molecule is CC1=C(N=NN1C2=CC=CC=C2C(F)(F)F)C3=NSC(=N3)NC(=O)C4=CC(=CC=C4)Cl. The result is 1 (high permeability). (2) The molecule is CC1=C(C(=O)N2C=CSC2=N1)S(=O)(=O)NC3=CC=C(C=C3)N4CCN(CC4)S(=O)(=O)C. The result is 1 (high permeability). (3) The drug is C1=CC=C2C(=C1)C(=NC(=N2)C3=CC=NC=C3)NC4=NC=CS4. The result is 1 (high permeability). (4) The molecule is CC1=CC(=C(C=C1)OC)NC2=C3CCCC3=NC4=CC=CC=C42. The result is 1 (high permeability). (5) The compound is CC1=C(C(=NC=C1)C)C(=O)NC2=CC(=CC=C2)[S+](=O)(N(C)C)[O-]. The result is 1 (high permeability).